From a dataset of Catalyst prediction with 721,799 reactions and 888 catalyst types from USPTO. Predict which catalyst facilitates the given reaction. Reactant: [F:1][C:2]1[CH:3]=[C:4]([C@H:26]2[CH2:30][N:29](C(OC(C)(C)C)=O)[C@H:28]([CH2:38][OH:39])[CH2:27]2)[CH:5]=[CH:6][C:7]=1[C:8]1[S:9][C:10]2[C:15]([N:16]=1)=[CH:14][CH:13]=[C:12]([C:17]1([C:20]3[CH:25]=[CH:24][CH:23]=[CH:22][CH:21]=3)[CH2:19][CH2:18]1)[N:11]=2.FC(F)(F)C(O)=O. Product: [F:1][C:2]1[CH:3]=[C:4]([C@H:26]2[CH2:30][NH:29][C@H:28]([CH2:38][OH:39])[CH2:27]2)[CH:5]=[CH:6][C:7]=1[C:8]1[S:9][C:10]2[C:15]([N:16]=1)=[CH:14][CH:13]=[C:12]([C:17]1([C:20]3[CH:25]=[CH:24][CH:23]=[CH:22][CH:21]=3)[CH2:19][CH2:18]1)[N:11]=2. The catalyst class is: 2.